From a dataset of Forward reaction prediction with 1.9M reactions from USPTO patents (1976-2016). Predict the product of the given reaction. (1) Given the reactants C(O)(C(F)(F)F)=O.[CH2:8]([O:11][C@H:12]1[C:20]2[C:15](=[CH:16][C:17]([O:21][CH3:22])=[CH:18][CH:19]=2)[C@@H:14]([NH:23][CH2:24][C@@H:25]([OH:49])[C@@H:26]([NH:36][C:37](=[O:48])[C@@H:38]([N:42]2[CH2:46][CH2:45][CH2:44][C:43]2=[O:47])[CH2:39][CH:40]=[CH2:41])[CH2:27][C:28]2[CH:33]=[C:32]([F:34])[CH:31]=[C:30]([F:35])[CH:29]=2)[CH2:13]1)C=C, predict the reaction product. The product is: [F:35][C:30]1[CH:29]=[C:28]([CH:33]=[C:32]([F:34])[CH:31]=1)[CH2:27][C@@H:26]1[NH:36][C:37](=[O:48])[C@@H:38]([N:42]2[CH2:46][CH2:45][CH2:44][C:43]2=[O:47])[CH2:39][CH:40]=[CH:41][CH2:8][O:11][C@@H:12]2[CH2:13][C@@H:14]([C:15]3[CH:16]=[C:17]([O:21][CH3:22])[CH:18]=[CH:19][C:20]=32)[NH:23][CH2:24][C@H:25]1[OH:49]. (2) Given the reactants [CH3:1][S:2]([C:5]1[CH:10]=[CH:9][C:8](/[C:11](=[CH:15]\[C:16]2[S:17][CH:18]=[CH:19][CH:20]=2)/[C:12]([OH:14])=O)=[CH:7][CH:6]=1)(=[O:4])=[O:3].CN(C(ON1N=NC2C=CC=NC1=2)=[N+](C)C)C.F[P-](F)(F)(F)(F)F.Cl.[Cl:46][C:47]1[S:51][C:50]([NH2:52])=[N:49][CH:48]=1.CCN(C(C)C)C(C)C, predict the reaction product. The product is: [Cl:46][C:47]1[S:51][C:50]([NH:52][C:12](=[O:14])/[C:11](/[C:8]2[CH:7]=[CH:6][C:5]([S:2]([CH3:1])(=[O:3])=[O:4])=[CH:10][CH:9]=2)=[CH:15]/[C:16]2[S:17][CH:18]=[CH:19][CH:20]=2)=[N:49][CH:48]=1. (3) Given the reactants [CH:1]1[CH:2]=[CH:3][C:4]2N(O)N=[N:7][C:5]=2C=1.CCN=C=NCCCN(C)C.[C:22]([C:24]1[CH:29]=[CH:28][C:27]([C:30]2[CH:31]=[N:32][N:33]([C:36]3[CH:44]=[CH:43][C:39]([C:40]([OH:42])=O)=[CH:38][N:37]=3)[C:34]=2[OH:35])=[CH:26][CH:25]=1)#[N:23].CCN(C(C)C)C(C)C.C1(CCN)CC1.Cl, predict the reaction product. The product is: [C:22]([C:24]1[CH:29]=[CH:28][C:27]([C:30]2[CH:31]=[N:32][N:33]([C:36]3[CH:44]=[CH:43][C:39]([C:40]([NH:7][CH2:5][CH2:4][CH:3]4[CH2:2][CH2:1]4)=[O:42])=[CH:38][N:37]=3)[C:34]=2[OH:35])=[CH:26][CH:25]=1)#[N:23]. (4) Given the reactants [CH2:1]([O:8][C:9]([N:11]1CC=C[CH2:13][CH2:12]1)=[O:10])[C:2]1[CH:7]=[CH:6][CH:5]=[CH:4][CH:3]=1.C[N+]1([O-])CC[O:21]CC1.[C:25]([OH:29])([CH3:28])(C)[CH3:26].S(=O)(O)[O-].[Na+], predict the reaction product. The product is: [CH2:1]([O:8][C:9]([N:11]1[CH2:12][CH2:13][CH:26]([OH:21])[CH:25]([OH:29])[CH2:28]1)=[O:10])[C:2]1[CH:7]=[CH:6][CH:5]=[CH:4][CH:3]=1.